From a dataset of Forward reaction prediction with 1.9M reactions from USPTO patents (1976-2016). Predict the product of the given reaction. (1) Given the reactants [F:1][C:2]([F:21])([F:20])[O:3][C:4]1[CH:5]=[C:6]([C:10]2[CH:11]=[C:12]([CH2:16][C:17]([OH:19])=O)[CH:13]=[N:14][CH:15]=2)[CH:7]=[CH:8][CH:9]=1.[F:22][C:23]([F:28])([F:27])[C:24]([OH:26])=[O:25].[NH2:29][C:30]1[N:35]=[N:34][C:33]([CH2:36][CH2:37][CH2:38][CH2:39][N:40]2[CH:44]=[C:43]([C:45]([NH:47][CH3:48])=[O:46])[N:42]=[N:41]2)=[CH:32][CH:31]=1.C(P1(=O)OP(CCC)(=O)OP(CCC)(=O)O1)CC.N1C=CC=CC=1, predict the reaction product. The product is: [F:22][C:23]([F:28])([F:27])[C:24]([OH:26])=[O:25].[CH3:48][NH:47][C:45]([C:43]1[N:42]=[N:41][N:40]([CH2:39][CH2:38][CH2:37][CH2:36][C:33]2[N:34]=[N:35][C:30]([NH:29][C:17](=[O:19])[CH2:16][C:12]3[CH:13]=[N:14][CH:15]=[C:10]([C:6]4[CH:7]=[CH:8][CH:9]=[C:4]([O:3][C:2]([F:1])([F:21])[F:20])[CH:5]=4)[CH:11]=3)=[CH:31][CH:32]=2)[CH:44]=1)=[O:46]. (2) Given the reactants C[O:2][C:3]([CH:5]1[CH2:10][CH2:9][C:8]([CH3:12])([CH3:11])[N:7]([C:13]([O:15][C:16]([CH3:19])([CH3:18])[CH3:17])=[O:14])[CH2:6]1)=[O:4].[OH-].[Li+], predict the reaction product. The product is: [C:16]([O:15][C:13]([N:7]1[C:8]([CH3:12])([CH3:11])[CH2:9][CH2:10][CH:5]([C:3]([OH:4])=[O:2])[CH2:6]1)=[O:14])([CH3:19])([CH3:17])[CH3:18]. (3) Given the reactants [OH:1][C@@H:2]([CH2:14][N:15]1[CH2:20][CH2:19][N:18]([S:21]([C:24]2[CH:29]=[CH:28][C:27]([O:30][CH3:31])=[CH:26][CH:25]=2)(=[O:23])=[O:22])[CH2:17][CH2:16]1)[CH2:3][O:4][C:5]1[CH:10]=[CH:9][CH:8]=[C:7]([N+:11]([O-])=O)[CH:6]=1.[K+].[Br-].C=O.N1CCNCC1, predict the reaction product. The product is: [NH2:11][C:7]1[CH:6]=[C:5]([CH:10]=[CH:9][CH:8]=1)[O:4][CH2:3][C@@H:2]([OH:1])[CH2:14][N:15]1[CH2:16][CH2:17][N:18]([S:21]([C:24]2[CH:29]=[CH:28][C:27]([O:30][CH3:31])=[CH:26][CH:25]=2)(=[O:23])=[O:22])[CH2:19][CH2:20]1.